Task: Predict the product of the given reaction.. Dataset: Forward reaction prediction with 1.9M reactions from USPTO patents (1976-2016) (1) Given the reactants [C:1]([NH2:9])([CH2:4][C:5]([CH3:8])([CH3:7])[CH3:6])([CH3:3])[CH3:2].C([O:12][C:13](=[O:29])[C:14]([C:19](=[O:28])[C:20]1[C:25](Cl)=[CH:24][C:23](Cl)=[N:22][CH:21]=1)=[CH:15]N(C)C)C.[CH3:30][O-:31].[Na+], predict the reaction product. The product is: [CH3:30][O:31][C:23]1[CH:24]=[C:25]2[C:20]([C:19](=[O:28])[C:14]([C:13]([OH:12])=[O:29])=[CH:15][N:9]2[C:1]([CH2:4][C:5]([CH3:8])([CH3:7])[CH3:6])([CH3:3])[CH3:2])=[CH:21][N:22]=1. (2) Given the reactants [F:1][C:2]1[CH:7]=[CH:6][C:5](B(O)O)=[CH:4][CH:3]=1.C(=O)([O-])O.[Na+].Br[C:17]1[CH:18]=[C:19]([CH2:23][OH:24])[CH:20]=[N:21][CH:22]=1, predict the reaction product. The product is: [F:1][C:2]1[CH:7]=[CH:6][C:5]([C:17]2[CH:22]=[N:21][CH:20]=[C:19]([CH:18]=2)[CH2:23][OH:24])=[CH:4][CH:3]=1. (3) Given the reactants [C:1]([O:5][C:6]([NH:8][C@:9]1([C:14]([OH:16])=O)[CH2:11][C@H:10]1[CH:12]=[CH2:13])=[O:7])([CH3:4])([CH3:3])[CH3:2].C1N=CN(C(N2C=NC=C2)=O)C=1.[CH2:29]([NH:36][C:37](=[O:48])[C:38]1[CH:43]=[CH:42][CH:41]=[C:40]([S:44](=[O:47])(=[O:46])[NH2:45])[CH:39]=1)[CH2:30][CH2:31][CH2:32][CH2:33][CH:34]=[CH2:35].C1CCN2C(=NCCC2)CC1, predict the reaction product. The product is: [C:1]([O:5][C:6](=[O:7])[NH:8][C@:9]1([C:14]([NH:45][S:44]([C:40]2[CH:41]=[CH:42][CH:43]=[C:38]([C:37](=[O:48])[NH:36][CH2:29][CH2:30][CH2:31][CH2:32][CH2:33][CH:34]=[CH2:35])[CH:39]=2)(=[O:46])=[O:47])=[O:16])[CH2:11][C@H:10]1[CH:12]=[CH2:13])([CH3:2])([CH3:3])[CH3:4]. (4) Given the reactants C(=O)(O)[O-].[Na+].[F:6][C:7]1[CH:8]=[C:9]([CH:11]=[CH:12][CH:13]=1)[NH2:10].[Br:14][CH2:15][C:16](Br)=[O:17], predict the reaction product. The product is: [Br:14][CH2:15][C:16]([NH:10][C:9]1[CH:11]=[CH:12][CH:13]=[C:7]([F:6])[CH:8]=1)=[O:17]. (5) Given the reactants Cl[CH2:2][CH2:3][C:4]([C:6]1[CH:11]=[CH:10][C:9]([F:12])=[CH:8][CH:7]=1)=[O:5].[C:13]([O-:16])(=[O:15])[CH3:14].[Na+].[I-].[K+].C(=O)([O-])[O-].[Na+].[Na+], predict the reaction product. The product is: [F:12][C:9]1[CH:10]=[CH:11][C:6]([C:4](=[O:5])[CH2:3][CH2:2][O:16][C:13](=[O:15])[CH3:14])=[CH:7][CH:8]=1. (6) The product is: [ClH:42].[NH2:7][CH:8]([CH2:35][C:36]1[CH:41]=[CH:40][C:39]([Cl:42])=[CH:38][CH:37]=1)[C:9]([N:11]1[CH2:16][CH2:15][N:14]([CH:17]([CH2:18][C:19]2[CH:28]=[CH:27][C:26]3[C:21](=[CH:22][CH:23]=[CH:24][CH:25]=3)[CH:20]=2)[C:29]([NH:30][CH3:31])=[O:32])[CH2:13][CH:12]1[CH2:33][CH3:34])=[O:10]. Given the reactants C(OC(=O)[NH:7][CH:8]([CH2:35][C:36]1[CH:41]=[CH:40][C:39]([Cl:42])=[CH:38][CH:37]=1)[C:9]([N:11]1[CH2:16][CH2:15][N:14]([CH:17]([C:29](=[O:32])[NH:30][CH3:31])[CH2:18][C:19]2[CH:28]=[CH:27][C:26]3[C:21](=[CH:22][CH:23]=[CH:24][CH:25]=3)[CH:20]=2)[CH2:13][CH:12]1[CH2:33][CH3:34])=[O:10])(C)(C)C.ClCCCl, predict the reaction product. (7) The product is: [F:1][C:2]1[CH:10]=[C:9]2[C:5]([C:6](=[O:12])[C:7](=[O:11])[N:8]2[CH2:16][C:17]([O:19][C:20]([CH3:23])([CH3:22])[CH3:21])=[O:18])=[CH:4][CH:3]=1. Given the reactants [F:1][C:2]1[CH:10]=[C:9]2[C:5]([C:6](=[O:12])[C:7](=[O:11])[NH:8]2)=[CH:4][CH:3]=1.[H-].[Na+].Br[CH2:16][C:17]([O:19][C:20]([CH3:23])([CH3:22])[CH3:21])=[O:18], predict the reaction product. (8) Given the reactants [CH3:1][C:2]([O:4][C@H:5]1[C:14]2[C@@:15]3([CH3:30])[C@@H:26]([CH2:27][O:28][CH3:29])[O:25][C:23](=[O:24])[C:17]4=[CH:18][O:19][C:20]([C:21](=[O:22])[C:13]=2[C@@H:8]2[CH2:9][CH2:10][C@H:11]([OH:12])[C@@:7]2([CH3:31])[CH2:6]1)=[C:16]34)=[O:3].[C:32]1([S:38]([CH2:41][CH2:42][NH:43][CH2:44][CH2:45][CH2:46][N:47]([CH2:50][CH3:51])[CH2:48][CH3:49])(=[O:40])=[O:39])[CH:37]=[CH:36][CH:35]=[CH:34][CH:33]=1, predict the reaction product. The product is: [C:32]1([S:38]([CH2:41][CH2:42][N:43]([CH:18]=[C:17]2[C:16]3[C:15]([CH3:30])([C:14]4[CH:5]([O:4][C:2](=[O:3])[CH3:1])[CH2:6][C:7]5([CH3:31])[CH:8]([C:13]=4[C:21](=[O:22])[C:20]=3[OH:19])[CH2:9][CH2:10][CH:11]5[OH:12])[CH:26]([CH2:27][O:28][CH3:29])[O:25][C:23]2=[O:24])[CH2:44][CH2:45][CH2:46][N:47]([CH2:48][CH3:49])[CH2:50][CH3:51])(=[O:40])=[O:39])[CH:33]=[CH:34][CH:35]=[CH:36][CH:37]=1. (9) Given the reactants C([NH:4][C:5]1[S:6][CH:7]=[C:8]([C:10]2[CH:15]=[CH:14][C:13]([N:16]3[C:24]4[C:23](=[O:25])[N:22]([C:26]5[CH:27]=[C:28]([CH:32]=[CH:33][CH:34]=5)[C:29]([OH:31])=[O:30])[C:21](=[O:35])[NH:20][C:19]=4[CH:18]=[C:17]3[Cl:36])=[CH:12][CH:11]=2)[N:9]=1)(=O)C.Cl.[Li+].[OH-], predict the reaction product. The product is: [ClH:36].[NH2:4][C:5]1[S:6][CH:7]=[C:8]([C:10]2[CH:11]=[CH:12][C:13]([N:16]3[C:24]4[C:23](=[O:25])[N:22]([C:26]5[CH:27]=[C:28]([CH:32]=[CH:33][CH:34]=5)[C:29]([OH:31])=[O:30])[C:21](=[O:35])[NH:20][C:19]=4[CH:18]=[C:17]3[Cl:36])=[CH:14][CH:15]=2)[N:9]=1. (10) Given the reactants [F:1][C:2]1[CH:7]=[CH:6][C:5]([CH2:8][NH:9][CH:10]2[CH2:15][CH2:14][N:13]([C:16]([O:18][C:19]([CH3:22])([CH3:21])[CH3:20])=[O:17])[CH2:12][CH2:11]2)=[CH:4][CH:3]=1.C(N(C(C)C)CC)(C)C.[CH3:32][O:33][C:34]1[CH:39]=[CH:38][C:37]([CH2:40][C:41](Cl)=[O:42])=[CH:36][CH:35]=1.O, predict the reaction product. The product is: [F:1][C:2]1[CH:3]=[CH:4][C:5]([CH2:8][N:9]([CH:10]2[CH2:15][CH2:14][N:13]([C:16]([O:18][C:19]([CH3:22])([CH3:21])[CH3:20])=[O:17])[CH2:12][CH2:11]2)[C:41](=[O:42])[CH2:40][C:37]2[CH:38]=[CH:39][C:34]([O:33][CH3:32])=[CH:35][CH:36]=2)=[CH:6][CH:7]=1.